This data is from Peptide-MHC class I binding affinity with 185,985 pairs from IEDB/IMGT. The task is: Regression. Given a peptide amino acid sequence and an MHC pseudo amino acid sequence, predict their binding affinity value. This is MHC class I binding data. (1) The peptide sequence is RPSTKNFFEL. The MHC is HLA-A02:01 with pseudo-sequence HLA-A02:01. The binding affinity (normalized) is 0. (2) The peptide sequence is QYSPHSFMA. The MHC is HLA-A02:16 with pseudo-sequence HLA-A02:16. The binding affinity (normalized) is 0.0847. (3) The peptide sequence is YPAVINSNI. The MHC is HLA-A30:01 with pseudo-sequence HLA-A30:01. The binding affinity (normalized) is 0.0847.